Predict the reaction yield, written as a fraction of the theoretical maximum amount of product (1.0 means a 100% yield; for example, 0.34 means a 34% yield). From a dataset of Reaction yield outcomes from USPTO patents with 853,638 reactions. (1) The reactants are [C:1]([C:3]1[CH:4]=[C:5](B(O)O)[CH:6]=[CH:7][CH:8]=1)#[N:2].[Br:12][C:13]1[CH:18]=[CH:17][C:16](I)=[CH:15][CH:14]=1.C(=O)([O-])[O-].[Na+].[Na+]. The catalyst is CN(C=O)C.C1C=CC([P]([Pd]([P](C2C=CC=CC=2)(C2C=CC=CC=2)C2C=CC=CC=2)([P](C2C=CC=CC=2)(C2C=CC=CC=2)C2C=CC=CC=2)[P](C2C=CC=CC=2)(C2C=CC=CC=2)C2C=CC=CC=2)(C2C=CC=CC=2)C2C=CC=CC=2)=CC=1. The product is [Br:12][C:13]1[CH:18]=[CH:17][C:16]([C:5]2[CH:6]=[CH:7][CH:8]=[C:3]([C:1]#[N:2])[CH:4]=2)=[CH:15][CH:14]=1. The yield is 0.330. (2) The reactants are [Br:1][C:2]1[N:3]=[C:4]([NH:12][CH2:13][CH:14]([CH3:16])[CH3:15])[C:5]2[N:6]([C:8](I)=[CH:9][N:10]=2)[CH:7]=1.O.P([O-])([O-])([O-])=O.[K+].[K+].[K+].[CH:26]1([NH:29][C:30]([C:32]2[CH:37]=[CH:36][C:35](B(O)O)=[CH:34][CH:33]=2)=[O:31])[CH2:28][CH2:27]1. The catalyst is O1CCOCC1.C1C=CC(P(C2C=CC=CC=2)[C-]2C=CC=C2)=CC=1.C1C=CC(P(C2C=CC=CC=2)[C-]2C=CC=C2)=CC=1.Cl[Pd]Cl.[Fe+2]. The product is [Br:1][C:2]1[N:3]=[C:4]([NH:12][CH2:13][CH:14]([CH3:16])[CH3:15])[C:5]2[N:6]([C:8]([C:35]3[CH:36]=[CH:37][C:32]([C:30]([NH:29][CH:26]4[CH2:27][CH2:28]4)=[O:31])=[CH:33][CH:34]=3)=[CH:9][N:10]=2)[CH:7]=1. The yield is 0.562. (3) The reactants are [Cl:1][C:2]([O:4][C:5]1[CH:10]=[CH:9][C:8]([N+:11]([O-:13])=[O:12])=[CH:7][CH:6]=1)=[O:3].[CH3:14][N:15]1[CH2:20][CH2:19][CH:18]([CH2:21][OH:22])[CH2:17][CH2:16]1. The catalyst is O1CCCC1. The product is [ClH:1].[C:2](=[O:3])([O:4][C:5]1[CH:6]=[CH:7][C:8]([N+:11]([O-:13])=[O:12])=[CH:9][CH:10]=1)[O:22][CH2:21][CH:18]1[CH2:19][CH2:20][N:15]([CH3:14])[CH2:16][CH2:17]1. The yield is 0.640. (4) The reactants are F[C:2]1[CH:3]=[C:4]([CH:7]=[C:8]([N:10]2[CH2:15][CH2:14][C:13]3[N:16]=[C:17]([C:19]4[CH:24]=[CH:23][CH:22]=[CH:21][N:20]=4)[O:18][C:12]=3[CH2:11]2)C=1)[C:5]#[N:6].BrC1C=C(C=CN=1)C#[N:30]. No catalyst specified. The product is [N:20]1[CH:21]=[CH:22][CH:23]=[CH:24][C:19]=1[C:17]1[O:18][C:12]2[CH2:11][N:10]([C:8]3[CH:7]=[C:4]([CH:3]=[CH:2][N:30]=3)[C:5]#[N:6])[CH2:15][CH2:14][C:13]=2[N:16]=1. The yield is 0.0240. (5) The reactants are [S:1]1[CH:5]=[CH:4][CH:3]=[C:2]1[CH2:6][C:7]#[N:8].Br[CH:10]([CH3:12])[CH3:11].[OH-].[K+].O. The catalyst is CS(C)=O. The product is [CH3:11][CH:10]([CH3:12])[CH:6]([C:2]1[S:1][CH:5]=[CH:4][CH:3]=1)[C:7]#[N:8]. The yield is 0.727. (6) The reactants are [NH2:1][C:2]1[C:7]([C:8]([NH:10][C:11]2[CH:16]=[C:15]([C:17](=[O:19])[NH2:18])[CH:14]=[CH:13][C:12]=2[O:20]C)=[O:9])=[C:6]([NH:22][C@H:23]([C:25]2[N:30]([C:31]3[CH:36]=[CH:35][CH:34]=[CH:33][CH:32]=3)[C:29](=[O:37])[C:28]3=[C:38]([CH3:41])[CH:39]=[CH:40][N:27]3[N:26]=2)[CH3:24])[N:5]=[CH:4][N:3]=1.B(Br)(Br)Br. The catalyst is ClCCl. The yield is 0.0500. The product is [NH2:1][C:2]1[C:7]([C:8]([NH:10][C:11]2[CH:16]=[C:15]([C:17](=[O:19])[NH2:18])[CH:14]=[CH:13][C:12]=2[OH:20])=[O:9])=[C:6]([NH:22][C@H:23]([C:25]2[N:30]([C:31]3[CH:36]=[CH:35][CH:34]=[CH:33][CH:32]=3)[C:29](=[O:37])[C:28]3=[C:38]([CH3:41])[CH:39]=[CH:40][N:27]3[N:26]=2)[CH3:24])[N:5]=[CH:4][N:3]=1.